From a dataset of NCI-60 drug combinations with 297,098 pairs across 59 cell lines. Regression. Given two drug SMILES strings and cell line genomic features, predict the synergy score measuring deviation from expected non-interaction effect. (1) Drug 1: C1=C(C(=O)NC(=O)N1)F. Drug 2: C1=NC2=C(N=C(N=C2N1C3C(C(C(O3)CO)O)F)Cl)N. Cell line: OVCAR-5. Synergy scores: CSS=38.5, Synergy_ZIP=-4.04, Synergy_Bliss=-3.02, Synergy_Loewe=0.214, Synergy_HSA=1.71. (2) Drug 1: CC12CCC(CC1=CCC3C2CCC4(C3CC=C4C5=CN=CC=C5)C)O. Cell line: SK-MEL-28. Synergy scores: CSS=35.2, Synergy_ZIP=4.71, Synergy_Bliss=8.13, Synergy_Loewe=-8.90, Synergy_HSA=5.89. Drug 2: CCC1(CC2CC(C3=C(CCN(C2)C1)C4=CC=CC=C4N3)(C5=C(C=C6C(=C5)C78CCN9C7C(C=CC9)(C(C(C8N6C)(C(=O)OC)O)OC(=O)C)CC)OC)C(=O)OC)O.OS(=O)(=O)O. (3) Drug 1: CN1CCC(CC1)COC2=C(C=C3C(=C2)N=CN=C3NC4=C(C=C(C=C4)Br)F)OC. Drug 2: CC1OCC2C(O1)C(C(C(O2)OC3C4COC(=O)C4C(C5=CC6=C(C=C35)OCO6)C7=CC(=C(C(=C7)OC)O)OC)O)O. Cell line: DU-145. Synergy scores: CSS=39.2, Synergy_ZIP=-0.523, Synergy_Bliss=0.644, Synergy_Loewe=-3.97, Synergy_HSA=2.27. (4) Drug 1: CN(C)C(=N)N=C(N)N. Drug 2: CC(C)(C1=NC(=CC=C1)N2C3=NC(=NC=C3C(=O)N2CC=C)NC4=CC=C(C=C4)N5CCN(CC5)C)O. Cell line: SK-OV-3. Synergy scores: CSS=28.7, Synergy_ZIP=3.17, Synergy_Bliss=4.02, Synergy_Loewe=-14.0, Synergy_HSA=5.01. (5) Drug 1: COC1=NC(=NC2=C1N=CN2C3C(C(C(O3)CO)O)O)N. Drug 2: B(C(CC(C)C)NC(=O)C(CC1=CC=CC=C1)NC(=O)C2=NC=CN=C2)(O)O. Cell line: SF-295. Synergy scores: CSS=17.2, Synergy_ZIP=-4.70, Synergy_Bliss=-9.17, Synergy_Loewe=-45.7, Synergy_HSA=-10.3. (6) Drug 1: CC1C(C(CC(O1)OC2CC(OC(C2O)C)OC3=CC4=CC5=C(C(=O)C(C(C5)C(C(=O)C(C(C)O)O)OC)OC6CC(C(C(O6)C)O)OC7CC(C(C(O7)C)O)OC8CC(C(C(O8)C)O)(C)O)C(=C4C(=C3C)O)O)O)O. Drug 2: CC1CCCC2(C(O2)CC(NC(=O)CC(C(C(=O)C(C1O)C)(C)C)O)C(=CC3=CSC(=N3)C)C)C. Cell line: HCT116. Synergy scores: CSS=83.8, Synergy_ZIP=3.72, Synergy_Bliss=2.43, Synergy_Loewe=4.76, Synergy_HSA=7.39. (7) Drug 1: C1=CC(=CC=C1CCCC(=O)O)N(CCCl)CCCl. Drug 2: CCCCC(=O)OCC(=O)C1(CC(C2=C(C1)C(=C3C(=C2O)C(=O)C4=C(C3=O)C=CC=C4OC)O)OC5CC(C(C(O5)C)O)NC(=O)C(F)(F)F)O. Cell line: RXF 393. Synergy scores: CSS=4.42, Synergy_ZIP=-7.07, Synergy_Bliss=-9.16, Synergy_Loewe=-8.11, Synergy_HSA=-7.47. (8) Drug 1: CC(CN1CC(=O)NC(=O)C1)N2CC(=O)NC(=O)C2. Drug 2: C(CN)CNCCSP(=O)(O)O. Cell line: MOLT-4. Synergy scores: CSS=62.2, Synergy_ZIP=6.61, Synergy_Bliss=8.27, Synergy_Loewe=-2.76, Synergy_HSA=8.38. (9) Drug 1: C1=NC2=C(N1)C(=S)N=C(N2)N. Drug 2: C1C(C(OC1N2C=NC(=NC2=O)N)CO)O. Cell line: HL-60(TB). Synergy scores: CSS=66.0, Synergy_ZIP=-0.763, Synergy_Bliss=0.0785, Synergy_Loewe=3.68, Synergy_HSA=6.23.